This data is from Reaction yield outcomes from USPTO patents with 853,638 reactions. The task is: Predict the reaction yield, written as a fraction of the theoretical maximum amount of product (1.0 means a 100% yield; for example, 0.34 means a 34% yield). The reactants are [C:1](/[C:3](=[C:7](\OCC)/[CH3:8])/[C:4](=[S:6])[NH2:5])#[N:2].[NH3:12]. The catalyst is CO. The product is [NH2:12]/[C:7](/[CH3:8])=[C:3](\[C:1]#[N:2])/[C:4](=[S:6])[NH2:5]. The yield is 0.890.